This data is from Full USPTO retrosynthesis dataset with 1.9M reactions from patents (1976-2016). The task is: Predict the reactants needed to synthesize the given product. (1) Given the product [OH:16][C:17]1[C:22]([CH3:23])=[C:21]([O:15][CH2:14][C:11]2[CH:12]=[CH:13][C:8]([S:7][C:4]3[CH:3]=[CH:2][N:1]=[CH:6][CH:5]=3)=[CH:9][CH:10]=2)[CH:20]=[CH:19][C:18]=1[C:25](=[O:31])[CH2:26][C:27]([CH3:29])([CH3:28])[CH3:30], predict the reactants needed to synthesize it. The reactants are: [N:1]1[CH:6]=[CH:5][C:4]([S:7][C:8]2[CH:13]=[CH:12][C:11]([CH2:14][OH:15])=[CH:10][CH:9]=2)=[CH:3][CH:2]=1.[OH:16][C:17]1[C:22]([CH3:23])=[C:21](O)[CH:20]=[CH:19][C:18]=1[C:25](=[O:31])[CH2:26][C:27]([CH3:30])([CH3:29])[CH3:28]. (2) The reactants are: [Br:1][C:2]1[C:3](Cl)=[N:4][C:5]([Cl:8])=[N:6][CH:7]=1.[OH-:10].[Na+]. Given the product [Br:1][C:2]1[C:3]([OH:10])=[N:4][C:5]([Cl:8])=[N:6][CH:7]=1, predict the reactants needed to synthesize it. (3) Given the product [Br:3][C:4]1[CH:9]=[CH:8][C:7]([C:10]([NH:12][C@@H:13]([CH:18]2[CH2:23][CH2:22][CH2:21][CH2:20][CH2:19]2)[C:14]([OH:16])=[O:15])=[O:11])=[C:6]([NH:24][C:25]([NH:27][C:28]2[C:33]([CH3:34])=[CH:32][CH:31]=[CH:30][C:29]=2[CH3:35])=[O:26])[CH:5]=1, predict the reactants needed to synthesize it. The reactants are: [OH-].[Li+].[Br:3][C:4]1[CH:9]=[CH:8][C:7]([C:10]([NH:12][C@@H:13]([CH:18]2[CH2:23][CH2:22][CH2:21][CH2:20][CH2:19]2)[C:14]([O:16]C)=[O:15])=[O:11])=[C:6]([NH:24][C:25]([NH:27][C:28]2[C:33]([CH3:34])=[CH:32][CH:31]=[CH:30][C:29]=2[CH3:35])=[O:26])[CH:5]=1.CO.Cl. (4) Given the product [CH3:1][C:2]1([CH3:22])[NH:11][C:10](=[O:12])[C:9]2[S:8][C:7]3[CH:13]=[C:14]([O:17][C:18]([F:21])([F:19])[F:20])[CH:15]=[CH:16][C:6]=3[NH:5][C:4]=2[C:3]1=[O:24], predict the reactants needed to synthesize it. The reactants are: [CH3:1][C:2]1([CH3:22])[NH:11][C:10](=[O:12])[C:9]2[S:8][C:7]3[CH:13]=[C:14]([O:17][C:18]([F:21])([F:20])[F:19])[CH:15]=[CH:16][C:6]=3[NH:5][C:4]=2[CH2:3]1.P([O-])([O-])([O-])=[O:24]. (5) Given the product [Cl:1][C:2]1[CH:3]=[C:4]([NH:17][C:18]2[C:19]3[N:26]([CH2:27][C:28]4[CH:29]=[CH:30][C:31]([C:32]([N:42]5[CH2:41][C@H:40]([CH3:44])[NH:39][C@H:38]([CH3:37])[CH2:43]5)=[O:34])=[CH:35][CH:36]=4)[CH:25]=[CH:24][C:20]=3[N:21]=[CH:22][N:23]=2)[CH:5]=[CH:6][C:7]=1[O:8][CH2:9][C:10]1[CH:15]=[CH:14][CH:13]=[C:12]([F:16])[CH:11]=1, predict the reactants needed to synthesize it. The reactants are: [Cl:1][C:2]1[CH:3]=[C:4]([NH:17][C:18]2[C:19]3[N:26]([CH2:27][C:28]4[CH:36]=[CH:35][C:31]([C:32]([OH:34])=O)=[CH:30][CH:29]=4)[CH:25]=[CH:24][C:20]=3[N:21]=[CH:22][N:23]=2)[CH:5]=[CH:6][C:7]=1[O:8][CH2:9][C:10]1[CH:15]=[CH:14][CH:13]=[C:12]([F:16])[CH:11]=1.[CH3:37][C@H:38]1[CH2:43][NH:42][CH2:41][C@@H:40]([CH3:44])[NH:39]1.N1(O)C2C=CC=CC=2N=N1.Cl.CN(C)CCCN=C=NCC.